The task is: Predict the product of the given reaction.. This data is from Forward reaction prediction with 1.9M reactions from USPTO patents (1976-2016). (1) Given the reactants [CH3:1][C:2]1[CH:7]=[CH:6][CH:5]=[C:4]([CH3:8])[C:3]=1[OH:9].[OH:10]O, predict the reaction product. The product is: [CH3:1][C:2]1[C:3](=[O:9])[C:4]([CH3:8])=[CH:5][C:6](=[O:10])[CH:7]=1. (2) Given the reactants [CH2:1]([N:6]1[CH:10]=[C:9]([C:11]2[CH:20]=[C:19]([O:21][CH2:22][CH2:23][C@@H:24]3[NH:38][C:37](=[O:39])[N:36]([CH3:40])[CH2:35][CH2:34][CH2:33][CH2:32][CH:31]=[CH:30][C@H:29]4[C@@:27]([C:41]([OH:43])=O)([CH2:28]4)[NH:26][C:25]3=[O:44])[C:18]3[C:13](=[C:14]([CH3:47])[C:15]([O:45][CH3:46])=[CH:16][CH:17]=3)[N:12]=2)[CH:8]=[N:7]1)[CH2:2][CH:3]([CH3:5])[CH3:4].[CH3:48][C:49]1([S:52]([NH2:55])(=[O:54])=[O:53])[CH2:51][CH2:50]1, predict the reaction product. The product is: [CH2:1]([N:6]1[CH:10]=[C:9]([C:11]2[CH:20]=[C:19]([O:21][CH2:22][CH2:23][C@@H:24]3[NH:38][C:37](=[O:39])[N:36]([CH3:40])[CH2:35][CH2:34][CH2:33][CH2:32][CH:31]=[CH:30][C@H:29]4[C@@:27]([C:41]([NH:55][S:52]([C:49]5([CH3:48])[CH2:51][CH2:50]5)(=[O:54])=[O:53])=[O:43])([CH2:28]4)[NH:26][C:25]3=[O:44])[C:18]3[C:13](=[C:14]([CH3:47])[C:15]([O:45][CH3:46])=[CH:16][CH:17]=3)[N:12]=2)[CH:8]=[N:7]1)[CH2:2][CH:3]([CH3:5])[CH3:4]. (3) Given the reactants [F:1][C:2]([F:15])([F:14])[C:3]1[C:8]2[C:9]([CH:12]=O)=[CH:10][S:11][C:7]=2[CH:6]=[CH:5][CH:4]=1.[S:16]([NH2:20])([NH2:19])(=[O:18])=[O:17].[BH4-].[Na+].O, predict the reaction product. The product is: [F:1][C:2]([F:15])([F:14])[C:3]1[C:8]2[C:9]([CH2:12][NH:19][S:16]([NH2:20])(=[O:18])=[O:17])=[CH:10][S:11][C:7]=2[CH:6]=[CH:5][CH:4]=1. (4) Given the reactants [Br:1][C:2]1[CH:3]=[CH:4][C:5]([CH3:10])=[C:6]([CH2:8][OH:9])[CH:7]=1, predict the reaction product. The product is: [Br:1][C:2]1[CH:3]=[CH:4][C:5]([CH3:10])=[C:6]([CH:7]=1)[CH:8]=[O:9]. (5) The product is: [CH3:12][O:10][C:9](=[O:11])[CH2:8][C:5]1[CH:4]=[CH:3][C:2]([SH:1])=[CH:7][CH:6]=1. Given the reactants [SH:1][C:2]1[CH:7]=[CH:6][C:5]([CH2:8][C:9]([OH:11])=[O:10])=[CH:4][CH:3]=1.[CH3:12]O, predict the reaction product.